Dataset: TCR-epitope binding with 47,182 pairs between 192 epitopes and 23,139 TCRs. Task: Binary Classification. Given a T-cell receptor sequence (or CDR3 region) and an epitope sequence, predict whether binding occurs between them. (1) The epitope is LLFNKVTLA. The TCR CDR3 sequence is CSVGTSAYEQFF. Result: 0 (the TCR does not bind to the epitope). (2) The epitope is HLVDFQVTI. The TCR CDR3 sequence is CASSRRTSGTYEQYF. Result: 0 (the TCR does not bind to the epitope). (3) The epitope is QYDPVAALF. The TCR CDR3 sequence is CASSQFEVSEQYF. Result: 0 (the TCR does not bind to the epitope). (4) The epitope is RILGAGCFV. The TCR CDR3 sequence is CASSVGDLAGTDTQYF. Result: 0 (the TCR does not bind to the epitope). (5) The epitope is IVTDFSVIK. The TCR CDR3 sequence is CASSLYAGASEKLFF. Result: 1 (the TCR binds to the epitope).